Dataset: Full USPTO retrosynthesis dataset with 1.9M reactions from patents (1976-2016). Task: Predict the reactants needed to synthesize the given product. Given the product [CH2:29]([C@@H:24]1[NH:23][CH2:28][CH2:27][N:26]([C:2]2[CH:3]=[C:4]3[C:8](=[CH:9][CH:10]=2)[N:7]([CH3:11])[N:6]=[C:5]3[CH:12]2[CH2:15][CH2:14][CH2:13]2)[CH2:25]1)[C:30]1[CH:31]=[CH:32][CH:33]=[CH:34][CH:35]=1, predict the reactants needed to synthesize it. The reactants are: Br[C:2]1[CH:3]=[C:4]2[C:8](=[CH:9][CH:10]=1)[N:7]([CH3:11])[N:6]=[C:5]2[CH:12]1[CH2:15][CH2:14][CH2:13]1.C(OC([N:23]1[CH2:28][CH2:27][NH:26][CH2:25][C@@H:24]1[CH2:29][C:30]1[CH:35]=[CH:34][CH:33]=[CH:32][CH:31]=1)=O)(C)(C)C.